This data is from NCI-60 drug combinations with 297,098 pairs across 59 cell lines. The task is: Regression. Given two drug SMILES strings and cell line genomic features, predict the synergy score measuring deviation from expected non-interaction effect. (1) Drug 1: CCCS(=O)(=O)NC1=C(C(=C(C=C1)F)C(=O)C2=CNC3=C2C=C(C=N3)C4=CC=C(C=C4)Cl)F. Drug 2: CC12CCC3C(C1CCC2OP(=O)(O)O)CCC4=C3C=CC(=C4)OC(=O)N(CCCl)CCCl.[Na+]. Cell line: TK-10. Synergy scores: CSS=8.72, Synergy_ZIP=-0.285, Synergy_Bliss=2.04, Synergy_Loewe=-0.397, Synergy_HSA=1.92. (2) Drug 1: CC1=C(C=C(C=C1)NC2=NC=CC(=N2)N(C)C3=CC4=NN(C(=C4C=C3)C)C)S(=O)(=O)N.Cl. Drug 2: C1C(C(OC1N2C=C(C(=O)NC2=O)F)CO)O. Cell line: SNB-75. Synergy scores: CSS=43.8, Synergy_ZIP=-1.36, Synergy_Bliss=-1.71, Synergy_Loewe=-36.1, Synergy_HSA=-0.403. (3) Synergy scores: CSS=-1.96, Synergy_ZIP=3.38, Synergy_Bliss=2.59, Synergy_Loewe=-4.45, Synergy_HSA=-1.98. Drug 1: C1=NC2=C(N=C(N=C2N1C3C(C(C(O3)CO)O)F)Cl)N. Cell line: SF-539. Drug 2: COC1=C2C(=CC3=C1OC=C3)C=CC(=O)O2. (4) Drug 1: C1=CC=C(C(=C1)C(C2=CC=C(C=C2)Cl)C(Cl)Cl)Cl. Drug 2: CCN(CC)CCCC(C)NC1=C2C=C(C=CC2=NC3=C1C=CC(=C3)Cl)OC. Cell line: SF-295. Synergy scores: CSS=-3.71, Synergy_ZIP=1.71, Synergy_Bliss=-0.474, Synergy_Loewe=-1.19, Synergy_HSA=-2.72. (5) Drug 1: C1CC(CNC1)C2=CC=C(C=C2)N3C=C4C=CC=C(C4=N3)C(=O)N. Drug 2: CC1(CCCN1)C2=NC3=C(C=CC=C3N2)C(=O)N. Cell line: NCIH23. Synergy scores: CSS=21.9, Synergy_ZIP=-6.61, Synergy_Bliss=-9.32, Synergy_Loewe=-20.2, Synergy_HSA=-8.35. (6) Drug 1: C1=CC(=C2C(=C1NCCNCCO)C(=O)C3=C(C=CC(=C3C2=O)O)O)NCCNCCO. Drug 2: CC1=C(C(=O)C2=C(C1=O)N3CC4C(C3(C2COC(=O)N)OC)N4)N. Cell line: SN12C. Synergy scores: CSS=51.4, Synergy_ZIP=-1.22, Synergy_Bliss=-0.892, Synergy_Loewe=-4.66, Synergy_HSA=3.83.